This data is from Reaction yield outcomes from USPTO patents with 853,638 reactions. The task is: Predict the reaction yield, written as a fraction of the theoretical maximum amount of product (1.0 means a 100% yield; for example, 0.34 means a 34% yield). (1) The reactants are Br[C:2]1[CH:7]=[CH:6][C:5]2[C:8]3[CH2:13][CH2:12][N:11]([C:14]([O:16][C:17]([CH3:20])([CH3:19])[CH3:18])=[O:15])[CH2:10][C:9]=3[S:21][C:4]=2[CH:3]=1.[Cl:22][C:23]1[CH:24]=[CH:25][C:26]([CH2:29][CH2:30][N:31]2[CH2:36][CH2:35][NH:34][C:33](=[O:37])[CH2:32]2)=[N:27][CH:28]=1. No catalyst specified. The product is [Cl:22][C:23]1[CH:24]=[CH:25][C:26]([CH2:29][CH2:30][N:31]2[CH2:36][CH2:35][N:34]([C:2]3[CH:7]=[CH:6][C:5]4[C:8]5[CH2:13][CH2:12][N:11]([C:14]([O:16][C:17]([CH3:20])([CH3:19])[CH3:18])=[O:15])[CH2:10][C:9]=5[S:21][C:4]=4[CH:3]=3)[C:33](=[O:37])[CH2:32]2)=[N:27][CH:28]=1. The yield is 0.480. (2) The catalyst is C1C=CC([P]([Pd]([P](C2C=CC=CC=2)(C2C=CC=CC=2)C2C=CC=CC=2)([P](C2C=CC=CC=2)(C2C=CC=CC=2)C2C=CC=CC=2)[P](C2C=CC=CC=2)(C2C=CC=CC=2)C2C=CC=CC=2)(C2C=CC=CC=2)C2C=CC=CC=2)=CC=1. The reactants are [O:1]1[CH2:6][CH2:5][N:4]([C:7]2[S:8][N:9]=[C:10]3[CH:15]=[C:14](Br)[CH:13]=[N:12][C:11]=23)[CH2:3][CH2:2]1.[NH2:17][C:18]1[CH:23]=[CH:22][C:21](B2OC(C)(C)C(C)(C)O2)=[CH:20][C:19]=1[O:33][CH3:34].C([O-])([O-])=O.[K+].[K+]. The yield is 0.580. The product is [CH3:34][O:33][C:19]1[CH:20]=[C:21]([C:14]2[CH:13]=[N:12][C:11]3=[C:7]([N:4]4[CH2:5][CH2:6][O:1][CH2:2][CH2:3]4)[S:8][N:9]=[C:10]3[CH:15]=2)[CH:22]=[CH:23][C:18]=1[NH2:17]. (3) The reactants are [Cl-].O[NH3+:3].[C:4](=[O:7])([O-])[OH:5].[Na+].CS(C)=O.[CH2:13]([C:17]1[N:18]=[C:19]([CH3:48])[N:20]([C:39]2[CH:40]=[CH:41][C:42]3[O:46][CH2:45][CH2:44][C:43]=3[CH:47]=2)[C:21](=[O:38])[C:22]=1[CH2:23][C:24]1[CH:29]=[CH:28][C:27]([C:30]2[C:31]([C:36]#[N:37])=[CH:32][CH:33]=[CH:34][CH:35]=2)=[CH:26][CH:25]=1)[CH2:14][CH2:15][CH3:16]. The catalyst is O.C(OCC)(=O)C. The product is [CH2:13]([C:17]1[N:18]=[C:19]([CH3:48])[N:20]([C:39]2[CH:40]=[CH:41][C:42]3[O:46][CH2:45][CH2:44][C:43]=3[CH:47]=2)[C:21](=[O:38])[C:22]=1[CH2:23][C:24]1[CH:25]=[CH:26][C:27]([C:30]2[CH:35]=[CH:34][CH:33]=[CH:32][C:31]=2[C:36]2[NH:3][C:4](=[O:7])[O:5][N:37]=2)=[CH:28][CH:29]=1)[CH2:14][CH2:15][CH3:16]. The yield is 0.550. (4) The reactants are C([O:3][C:4]([C:6]1([NH:15][C:16](=[O:28])[C:17]2[CH:22]=[CH:21][CH:20]=[C:19]([CH3:23])[C:18]=2[CH:24]=[C:25]([CH3:27])[CH3:26])[CH2:14][C:13]2[C:8](=[CH:9][CH:10]=[CH:11][CH:12]=2)[CH2:7]1)=[O:5])C.[OH-].[K+].O. The catalyst is CCO. The product is [CH3:23][C:19]1[C:18]([CH:24]=[C:25]([CH3:27])[CH3:26])=[C:17]([CH:22]=[CH:21][CH:20]=1)[C:16]([NH:15][C:6]1([C:4]([OH:5])=[O:3])[CH2:14][C:13]2[C:8](=[CH:9][CH:10]=[CH:11][CH:12]=2)[CH2:7]1)=[O:28]. The yield is 0.950. (5) The reactants are [C:1]([N:4]1[CH2:9][CH2:8][N:7]([C:10]([O:12][C:13]([CH3:16])([CH3:15])[CH3:14])=[O:11])[CH2:6][CH2:5]1)(=[S:3])[NH2:2].[Cl:17][CH2:18][C:19]([CH2:21]Cl)=O.C(=O)(O)[O-].[Na+]. The yield is 1.00. The catalyst is ClCCCl.C(Cl)(Cl)Cl. The product is [Cl:17][CH2:18][C:19]1[N:2]=[C:1]([N:4]2[CH2:5][CH2:6][N:7]([C:10]([O:12][C:13]([CH3:16])([CH3:15])[CH3:14])=[O:11])[CH2:8][CH2:9]2)[S:3][CH:21]=1. (6) The reactants are [CH3:1][O:2][C:3]1[CH:4]=[C:5]([C:11]2[C:19]3[C:14](=[CH:15][CH:16]=[C:17]([C:20]#[N:21])[CH:18]=3)[NH:13][N:12]=2)[CH:6]=[CH:7][C:8]=1[O:9][CH3:10].C([Sn]([N:35]=[N+:36]=[N-:37])(CCCC)CCCC)CCC.[OH-].[Na+]. The catalyst is C1(C)C=CC=CC=1. The product is [N:21]1[NH:35][N:36]=[N:37][C:20]=1[C:17]1[CH:18]=[C:19]2[C:14](=[CH:15][CH:16]=1)[NH:13][N:12]=[C:11]2[C:5]1[CH:6]=[CH:7][C:8]([O:9][CH3:10])=[C:3]([O:2][CH3:1])[CH:4]=1. The yield is 0.530. (7) The reactants are [CH3:1][C:2]1[O:6][N:5]=[C:4]([C:7]2[CH:12]=[CH:11][CH:10]=[CH:9][CH:8]=2)[C:3]=1[CH2:13][O:14][C:15]1[CH:23]=[CH:22][C:18]([C:19]([OH:21])=O)=[CH:17][N:16]=1.[CH3:24][N:25]1[CH:29]=[CH:28][C:27]([NH2:30])=[N:26]1. No catalyst specified. The product is [CH3:1][C:2]1[O:6][N:5]=[C:4]([C:7]2[CH:8]=[CH:9][CH:10]=[CH:11][CH:12]=2)[C:3]=1[CH2:13][O:14][C:15]1[CH:23]=[CH:22][C:18]([C:19]([NH:30][C:27]2[CH:28]=[CH:29][N:25]([CH3:24])[N:26]=2)=[O:21])=[CH:17][N:16]=1. The yield is 0.870. (8) The reactants are [CH3:1][CH:2]([O:4][C:5]1[CH:12]=[CH:11][C:10]([C:13]2[O:17][N:16]=[C:15]([C:18]3[CH:27]=[CH:26][CH:25]=[C:24]4[C:19]=3[CH2:20][CH2:21][NH:22][CH2:23]4)[N:14]=2)=[CH:9][C:6]=1[C:7]#[N:8])[CH3:3].C=O.[BH-](OC(C)=O)(OC(C)=O)O[C:32](C)=O.[Na+]. The catalyst is C(Cl)Cl.[Cl-].[Na+].O.CS(C)=O.CO. The product is [CH3:3][CH:2]([O:4][C:5]1[CH:12]=[CH:11][C:10]([C:13]2[O:17][N:16]=[C:15]([C:18]3[CH:27]=[CH:26][CH:25]=[C:24]4[C:19]=3[CH2:20][CH2:21][N:22]([CH3:32])[CH2:23]4)[N:14]=2)=[CH:9][C:6]=1[C:7]#[N:8])[CH3:1]. The yield is 0.780.